This data is from Full USPTO retrosynthesis dataset with 1.9M reactions from patents (1976-2016). The task is: Predict the reactants needed to synthesize the given product. (1) Given the product [Cl:8][C:6]1[CH:7]=[C:2]([C:19]2[CH:20]=[N:21][C:22]([C:25]([F:28])([F:27])[F:26])=[N:23][CH:24]=2)[C:3]([C:9]([F:12])([F:11])[F:10])=[N:4][CH:5]=1, predict the reactants needed to synthesize it. The reactants are: Br[C:2]1[C:3]([C:9]([F:12])([F:11])[F:10])=[N:4][CH:5]=[C:6]([Cl:8])[CH:7]=1.CC1(C)OB([C:19]2[CH:20]=[N:21][C:22]([C:25]([F:28])([F:27])[F:26])=[N:23][CH:24]=2)OC1(C)C.C(=O)([O-])[O-].[K+].[K+].O1CCOCC1. (2) Given the product [CH3:24][N:25]([CH3:29])[CH2:26][CH2:27][NH:28][C:21]1[C:20]2[C:15](=[CH:16][CH:17]=[CH:18][CH:19]=2)[N:14]=[C:13]([N:2]2[CH2:3][CH2:4][CH2:5][C:6]3[CH:11]=[CH:10][CH:9]=[CH:8][C:7]=3[CH2:1]2)[CH:22]=1, predict the reactants needed to synthesize it. The reactants are: [CH2:1]1[C:7]2[CH:8]=[CH:9][CH:10]=[CH:11][C:6]=2[CH2:5][CH2:4][CH2:3][NH:2]1.Cl[C:13]1[CH:22]=[C:21](Cl)[C:20]2[C:15](=[CH:16][CH:17]=[CH:18][CH:19]=2)[N:14]=1.[CH3:24][N:25]([CH3:29])[CH2:26][CH2:27][NH2:28].ClC1C=C(Cl)C2C(=CC=C(Cl)C=2)N=1.C(N)CN.